This data is from Experimentally validated miRNA-target interactions with 360,000+ pairs, plus equal number of negative samples. The task is: Binary Classification. Given a miRNA mature sequence and a target amino acid sequence, predict their likelihood of interaction. (1) The miRNA is hsa-miR-4709-3p with sequence UUGAAGAGGAGGUGCUCUGUAGC. The protein sequence of the target gene is MNESPQTNEFKGTTEEAPAKESPHTSEFKGAALVSPISKSMLERLSKFEVEDAENVASYDSKIKKIVHSIVSSFAFGIFGVFLVLLDVTLLLADLIFTDSKLYIPLEYRSISLAIGLFFLMDVLLRVFVEGRQQYFSDLFNILDTAIIVIPLLVDVIYIFFDIKLLRNIPRWTHLVRLLRLIILIRIFHLLHQKRQLEKLMRRLVSENKRRYTRDGFDLDLTYVTERIIAMSFPSSGRQSFYRNPIEEVVRFLDKKHRNHYRVYNLCSERAYDPKHFHNRVSRIMIDDHNVPTLHEMVVF.... Result: 0 (no interaction). (2) The miRNA is hsa-miR-7854-3p with sequence UGAGGUGACCGCAGAUGGGAA. The protein sequence of the target gene is MSSLHKSRIADFQDVLKEPSIVLEKLRELSFSGIPCEGGLRCLCWKILLNYLPLERASWTSILAKQRGLYSQFLREMIIQPGIAKANMGVFREDVTFEDHPLNPNPDSRWNTYFKDNEVLLQIDKDVRRLCPDISFFQRATEYPCLLILDPQNEFETLRKRVEQTTLKSQTVARNRSGVTNMSSPHKNSAPSALNEYEVLPNGCEAHWEVVERILFIYAKLNPGIAYVQGMNEIVGPLYYTFATDPNSEWKEHAEADTFFCFTNLMAEIRDNFIKSLDDSQCGITYKMEKVYSTLKDKDV.... Result: 0 (no interaction). (3) The miRNA is hsa-miR-5001-3p with sequence UUCUGCCUCUGUCCAGGUCCUU. The protein sequence of the target gene is MSSLHKSRIADFQDVLKEPSIALEKLRELSFSGIPCEGGLRCLCWKILLNYLPLERASWTSILAKQRELYAQFLREMIIQPGIAKANMGVSREDVTFEDHPLNPNPDSRWNTYFKDNEVLLQIDKDVRRLCPDISFFQRATDYPCLLILDPQNEFETLRKRVEQTTLKSQTVARNRSGVTNMSSPHKNSVPSSLNEYEVLPNGCEAHWEVVERILFIYAKLNPGIAYVQGMNEIVGPLYYTFATDPNSEWKEHAEADTFFCFTNLMAEIRDNFIKSLDDSQCGITYKMEKVYSTLKDKDV.... Result: 1 (interaction).